Task: Predict which catalyst facilitates the given reaction.. Dataset: Catalyst prediction with 721,799 reactions and 888 catalyst types from USPTO Reactant: [ClH:1].[CH:2]([N:5]([C:14](=[O:21])[NH:15][CH2:16][C:17]([F:20])([F:19])[F:18])[NH:6]C(=O)OC(C)(C)C)([CH3:4])[CH3:3]. Product: [ClH:1].[CH:2]([N:5]([C:14]([NH:15][CH2:16][C:17]([F:18])([F:19])[F:20])=[O:21])[NH2:6])([CH3:4])[CH3:3]. The catalyst class is: 12.